This data is from Forward reaction prediction with 1.9M reactions from USPTO patents (1976-2016). The task is: Predict the product of the given reaction. The product is: [Br:11][C:8]1[CH:9]=[N:10][C:2]([O:16][CH2:15][CH2:14][O:13][CH3:12])=[C:3]([CH:7]=1)[C:4]([OH:6])=[O:5]. Given the reactants Br[C:2]1[N:10]=[CH:9][C:8]([Br:11])=[CH:7][C:3]=1[C:4]([OH:6])=[O:5].[CH3:12][O:13][CH2:14][CH2:15][OH:16].[H-].[Na+].Cl, predict the reaction product.